Dataset: Full USPTO retrosynthesis dataset with 1.9M reactions from patents (1976-2016). Task: Predict the reactants needed to synthesize the given product. (1) Given the product [OH:9][C:10]1[CH:11]=[C:12]([CH:16]=[C:17]([OH:19])[C:18]=1[I:1])[C:13]([OH:15])=[O:14], predict the reactants needed to synthesize it. The reactants are: [I:1]N1C(=O)CCC1=O.[OH:9][C:10]1[CH:11]=[C:12]([CH:16]=[C:17]([OH:19])[CH:18]=1)[C:13]([OH:15])=[O:14].O.[O-]S([O-])=O.[Na+].[Na+]. (2) Given the product [CH:1]1([S:4]([N:7]2[CH:11]=[C:10]([C:12]3[N:17]=[C:16]([NH:18][C:19]4[N:24]=[CH:23][C:22]5[N:25]=[C:26]([O:31][CH2:32][CH2:33][OH:34])[N:27]([CH:28]([CH3:30])[CH3:29])[C:21]=5[CH:20]=4)[CH:15]=[CH:14][N:13]=3)[CH:9]=[N:8]2)(=[O:5])=[O:6])[CH2:2][CH2:3]1, predict the reactants needed to synthesize it. The reactants are: [CH:1]1([S:4]([N:7]2[CH:11]=[C:10]([C:12]3[N:17]=[C:16]([NH:18][C:19]4[N:24]=[CH:23][C:22]5[N:25]=[C:26]([O:31][CH2:32][CH2:33][O:34]C6CCCCO6)[N:27]([CH:28]([CH3:30])[CH3:29])[C:21]=5[CH:20]=4)[CH:15]=[CH:14][N:13]=3)[CH:9]=[N:8]2)(=[O:6])=[O:5])[CH2:3][CH2:2]1.